This data is from Reaction yield outcomes from USPTO patents with 853,638 reactions. The task is: Predict the reaction yield, written as a fraction of the theoretical maximum amount of product (1.0 means a 100% yield; for example, 0.34 means a 34% yield). (1) The reactants are [CH2:1]([C:9]1[CH:10]=[CH:11][C:12]2[N:13]([C:15]([CH2:18][C:19]([OH:21])=O)=[CH:16][N:17]=2)[N:14]=1)[CH2:2][C:3]1[CH:8]=[CH:7][CH:6]=[CH:5][CH:4]=1.[NH2:22][C:23]1[CH:28]=[CH:27][CH:26]=[CH:25][CH:24]=1. The catalyst is O1CCCC1. The product is [CH2:1]([C:9]1[CH:10]=[CH:11][C:12]2[N:13]([C:15]([CH2:18][C:19]([NH:22][C:23]3[CH:28]=[CH:27][CH:26]=[CH:25][CH:24]=3)=[O:21])=[CH:16][N:17]=2)[N:14]=1)[CH2:2][C:3]1[CH:4]=[CH:5][CH:6]=[CH:7][CH:8]=1. The yield is 0.210. (2) The reactants are [NH:1]1[C:9]2[C:4](=[CH:5][CH:6]=[CH:7][CH:8]=2)[CH:3]=[C:2]1[C:10]([NH2:12])=O.P(Cl)(Cl)(Cl)=O.C(Cl)(Cl)Cl. The catalyst is O. The product is [NH:1]1[C:9]2[C:4](=[CH:5][CH:6]=[CH:7][CH:8]=2)[CH:3]=[C:2]1[C:10]#[N:12]. The yield is 0.664. (3) The reactants are [C:1]([C:5]1[CH:10]=[C:9](O)[N:8]=[CH:7][N:6]=1)([CH3:4])([CH3:3])[CH3:2].P(Cl)(Cl)([Cl:14])=O. No catalyst specified. The product is [C:1]([C:5]1[CH:10]=[C:9]([Cl:14])[N:8]=[CH:7][N:6]=1)([CH3:4])([CH3:3])[CH3:2]. The yield is 0.780.